Dataset: Forward reaction prediction with 1.9M reactions from USPTO patents (1976-2016). Task: Predict the product of the given reaction. Given the reactants [C:1](#[N:3])[CH3:2].[Li+].CC([N-]C(C)C)C.[C:12]12([CH2:19][O:20][C:21]3[CH:22]=[C:23]([CH:26]=[CH:27][CH:28]=3)[CH:24]=[O:25])[O:18][CH:17]1[CH2:16][CH2:15][CH2:14][CH2:13]2.C(#N)C.[Li], predict the reaction product. The product is: [C:12]12([CH2:19][O:20][C:21]3[CH:22]=[C:23]([CH:24]([OH:25])[CH2:2][C:1]#[N:3])[CH:26]=[CH:27][CH:28]=3)[O:18][CH:17]1[CH2:16][CH2:15][CH2:14][CH2:13]2.